From a dataset of Full USPTO retrosynthesis dataset with 1.9M reactions from patents (1976-2016). Predict the reactants needed to synthesize the given product. Given the product [CH3:23][C:22]([O:21][C:19]([N:16]1[CH2:15][CH2:14][N:13]([C:9]2[CH:8]=[CH:7][CH:6]=[C:5]3[C:10]=2[CH:11]=[CH:12][C:3]([C:1]([OH:29])=[O:2])=[N:4]3)[CH2:18][CH2:17]1)=[O:20])([CH3:25])[CH3:24], predict the reactants needed to synthesize it. The reactants are: [CH:1]([C:3]1[CH:12]=[CH:11][C:10]2[C:5](=[CH:6][CH:7]=[CH:8][C:9]=2[N:13]2[CH2:18][CH2:17][N:16]([C:19]([O:21][C:22]([CH3:25])([CH3:24])[CH3:23])=[O:20])[CH2:15][CH2:14]2)[N:4]=1)=[O:2].C(O)(=O)CC(CC(O)=O)(C(O)=O)[OH:29].[OH-].[Na+].Cl.[O-]Cl=O.[Na+].